Dataset: Full USPTO retrosynthesis dataset with 1.9M reactions from patents (1976-2016). Task: Predict the reactants needed to synthesize the given product. (1) Given the product [CH:14]1([CH:9]([NH:8][C:6](=[O:7])[O:5][C:1]([CH3:2])([CH3:3])[CH3:4])[CH2:10][C:11]([NH:32][CH:27]2[CH2:29][CH2:28]2)=[O:13])[CH2:16][CH2:15]1, predict the reactants needed to synthesize it. The reactants are: [C:1]([O:5][C:6]([NH:8][CH:9]([CH:14]1[CH2:16][CH2:15]1)[CH2:10][C:11]([OH:13])=O)=[O:7])([CH3:4])([CH3:3])[CH3:2].CN(C(O[N:32]1N=[N:32][C:27]2[CH:28]=[CH:29][CH:29]=[CH:28][C:27]1=2)=[N+](C)C)C.F[P-](F)(F)(F)(F)F.C(N(CC)CC)C.C1(N)CC1. (2) Given the product [CH2:1]([NH:3][C:4](=[O:42])[NH:5][C:6]1[N:11]=[CH:10][C:9]([C:12]2[CH:13]=[N:14][CH:15]=[C:16]([C:18]3[O:19][C:45](=[O:47])[NH:43][N:44]=3)[CH:17]=2)=[C:8]([C:22]2[S:23][C:24]([C:31]([NH:32][CH2:33][CH2:34][N:35]3[CH2:36][CH2:37][O:38][CH2:39][CH2:40]3)=[O:41])=[C:25]([C:27]([F:28])([F:30])[F:29])[N:26]=2)[CH:7]=1)[CH3:2], predict the reactants needed to synthesize it. The reactants are: [CH2:1]([NH:3][C:4](=[O:42])[NH:5][C:6]1[N:11]=[CH:10][C:9]([C:12]2[CH:13]=[N:14][CH:15]=[C:16]([C:18](OC)=[O:19])[CH:17]=2)=[C:8]([C:22]2[S:23][C:24]([C:31](=[O:41])[NH:32][CH2:33][CH2:34][N:35]3[CH2:40][CH2:39][O:38][CH2:37][CH2:36]3)=[C:25]([C:27]([F:30])([F:29])[F:28])[N:26]=2)[CH:7]=1)[CH3:2].[NH2:43][NH2:44].[CH2:45]([OH:47])C. (3) Given the product [CH3:30][O:29][C:27]([C:26]1[CH:31]=[CH:32][C:23]([C:20]2([NH:19][C:15]([C@H:9]3[CH2:10][C:11]([CH3:13])([CH3:14])[CH2:12][N:8]3[C:6]([O:5][C:1]([CH3:2])([CH3:3])[CH3:4])=[O:7])=[O:17])[CH2:21][CH2:22]2)=[CH:24][CH:25]=1)=[O:28], predict the reactants needed to synthesize it. The reactants are: [C:1]([O:5][C:6]([N:8]1[CH2:12][C:11]([CH3:14])([CH3:13])[CH2:10][C@@H:9]1[C:15]([OH:17])=O)=[O:7])([CH3:4])([CH3:3])[CH3:2].Cl.[NH2:19][C:20]1([C:23]2[CH:32]=[CH:31][C:26]([C:27]([O:29][CH3:30])=[O:28])=[CH:25][CH:24]=2)[CH2:22][CH2:21]1.CN(C(ON1N=NC2C=CC(=CC1=2)Cl)=[N+](C)C)C.F[P-](F)(F)(F)(F)F. (4) Given the product [Cl:9][C:10]1[C:11]([CH3:22])=[C:12]([C@@H:16]2[CH2:2][C@H:17]2[C:18]([O:20][CH3:21])=[O:19])[CH:13]=[CH:14][CH:15]=1, predict the reactants needed to synthesize it. The reactants are: [I-].[CH3:2][S+](C)(C)=O.[H-].[Na+].[Cl:9][C:10]1[C:11]([CH3:22])=[C:12](/[CH:16]=[CH:17]/[C:18]([O:20][CH3:21])=[O:19])[CH:13]=[CH:14][CH:15]=1. (5) Given the product [C:33]([C:35]1[CH:43]=[CH:42][C:38]([CH2:39][O:40][NH:41][C:4]([C:5]2[CH:30]=[CH:29][CH:28]=[CH:27][C:6]=2[NH:7][CH2:8][C:9]2[CH:14]=[CH:13][N:12]=[C:11]([NH:15][C:16](=[O:26])[NH:17][CH2:18][CH2:19][O:20][C:21](=[O:25])[C:22]([CH3:24])=[CH2:23])[CH:10]=2)=[O:31])=[CH:37][CH:36]=1)#[N:34], predict the reactants needed to synthesize it. The reactants are: O=C1[N:7]([CH2:8][C:9]2[CH:14]=[CH:13][N:12]=[C:11]([NH:15][C:16](=[O:26])[NH:17][CH2:18][CH2:19][O:20][C:21](=[O:25])[C:22]([CH3:24])=[CH2:23])[CH:10]=2)[C:6]2[CH:27]=[CH:28][CH:29]=[CH:30][C:5]=2[C:4](=[O:31])O1.Cl.[C:33]([C:35]1[CH:43]=[CH:42][C:38]([CH2:39][O:40][NH2:41])=[CH:37][CH:36]=1)#[N:34]. (6) Given the product [CH:1]1([CH2:4][O:5][C:6]2[C:11]([CH3:12])=[CH:10][C:9]([N:13]=[CH:17][N:18]([CH3:20])[CH3:19])=[C:8]([CH3:14])[CH:7]=2)[CH2:2][CH2:3]1, predict the reactants needed to synthesize it. The reactants are: [CH:1]1([CH2:4][O:5][C:6]2[C:11]([CH3:12])=[CH:10][C:9]([NH2:13])=[C:8]([CH3:14])[CH:7]=2)[CH2:3][CH2:2]1.CO[CH:17](OC)[N:18]([CH3:20])[CH3:19]. (7) Given the product [CH3:39][CH:40]1[CH2:45][CH2:44][N:43]([C:20]([CH:19]([NH:18][C:16](=[O:17])[CH2:15][NH:14][S:11]([C:2]2[CH:3]=[CH:4][C:5]3[C:10](=[CH:9][CH:8]=[CH:7][CH:6]=3)[CH:1]=2)(=[O:12])=[O:13])[CH2:23][NH:24][C:25]([CH:27]2[CH2:28][CH2:29][N:30]([C:33]3[CH:38]=[CH:37][N:36]=[CH:35][CH:34]=3)[CH2:31][CH2:32]2)=[O:26])=[O:22])[CH2:42][CH2:41]1, predict the reactants needed to synthesize it. The reactants are: [CH:1]1[C:10]2[C:5](=[CH:6][CH:7]=[CH:8][CH:9]=2)[CH:4]=[CH:3][C:2]=1[S:11]([NH:14][CH2:15][C:16]([NH:18][CH:19]([CH2:23][NH:24][C:25]([CH:27]1[CH2:32][CH2:31][N:30]([C:33]2[CH:38]=[CH:37][N:36]=[CH:35][CH:34]=2)[CH2:29][CH2:28]1)=[O:26])[C:20]([OH:22])=O)=[O:17])(=[O:13])=[O:12].[CH3:39][CH:40]1[CH2:45][CH2:44][NH:43][CH2:42][CH2:41]1.